This data is from Retrosynthesis with 50K atom-mapped reactions and 10 reaction types from USPTO. The task is: Predict the reactants needed to synthesize the given product. Given the product CC(=O)Nc1ccc(-c2nc3c(C)nn(C4CCCCC4)c3c(=O)[nH]2)cc1, predict the reactants needed to synthesize it. The reactants are: CC(=O)OC(C)=O.Cc1nn(C2CCCCC2)c2c(=O)[nH]c(-c3ccc(N)cc3)nc12.